Dataset: Merck oncology drug combination screen with 23,052 pairs across 39 cell lines. Task: Regression. Given two drug SMILES strings and cell line genomic features, predict the synergy score measuring deviation from expected non-interaction effect. (1) Drug 1: NC(=O)c1cccc2cn(-c3ccc(C4CCCNC4)cc3)nc12. Drug 2: Cn1cc(-c2cnn3c(N)c(Br)c(C4CCCNC4)nc23)cn1. Cell line: NCIH23. Synergy scores: synergy=-7.96. (2) Drug 1: NC1(c2ccc(-c3nc4ccn5c(=O)[nH]nc5c4cc3-c3ccccc3)cc2)CCC1. Drug 2: Cn1c(=O)n(-c2ccc(C(C)(C)C#N)cc2)c2c3cc(-c4cnc5ccccc5c4)ccc3ncc21. Cell line: SKMEL30. Synergy scores: synergy=55.4.